The task is: Predict which catalyst facilitates the given reaction.. This data is from Catalyst prediction with 721,799 reactions and 888 catalyst types from USPTO. (1) Reactant: [Br-].[CH2:2]([O:4][C:5]([CH2:7][CH2:8][CH2:9][P+](CC)(CC)CC)=[O:6])[CH3:3].[CH:17](=O)[C:18]1[CH:23]=[CH:22][CH:21]=[CH:20][CH:19]=1.CC(C)([O-])C.[K+]. Product: [C:18]1(/[CH:17]=[CH:9]\[CH2:8][CH2:7][C:5]([O:4][CH2:2][CH3:3])=[O:6])[CH:23]=[CH:22][CH:21]=[CH:20][CH:19]=1. The catalyst class is: 237. (2) Reactant: Cl.[Br:2][C:3]1[CH:8]=[CH:7][C:6]([CH2:9][NH2:10])=[CH:5][CH:4]=1.[Cl:11][C:12]1[C:20]([F:21])=[CH:19][CH:18]=[C:17]([F:22])[C:13]=1[C:14](O)=[O:15].C[NH3+].F[P-](F)(F)(F)(F)F.N1(OC(N(C)C)=[N+](C)C)C2N=CC=CC=2N=N1.F[P-](F)(F)(F)(F)F.C(N(CC)C(C)C)(C)C. Product: [Br:2][C:3]1[CH:8]=[CH:7][C:6]([CH2:9][NH:10][C:14](=[O:15])[C:13]2[C:17]([F:22])=[CH:18][CH:19]=[C:20]([F:21])[C:12]=2[Cl:11])=[CH:5][CH:4]=1. The catalyst class is: 39. (3) Reactant: [CH3:1][O:2][C:3]1[CH:17]=[CH:16][CH:15]=[CH:14][C:4]=1[O:5][C:6]1[CH:13]=[CH:12][C:9]([C:10]#[N:11])=[CH:8][CH:7]=1.[H-].[Al+3].[Li+].[H-].[H-].[H-].C1COCC1.[OH-].[Na+]. Product: [CH3:1][O:2][C:3]1[CH:17]=[CH:16][CH:15]=[CH:14][C:4]=1[O:5][C:6]1[CH:13]=[CH:12][C:9]([CH2:10][NH2:11])=[CH:8][CH:7]=1. The catalyst class is: 6.